Dataset: Full USPTO retrosynthesis dataset with 1.9M reactions from patents (1976-2016). Task: Predict the reactants needed to synthesize the given product. (1) Given the product [NH2:1][C:4]1[C:5]([NH:13][C@H:14]2[CH2:15][CH2:16][C@H:17]([CH2:20][NH:21][C:22](=[O:28])[O:23][C:24]([CH3:26])([CH3:25])[CH3:27])[CH2:18][CH2:19]2)=[C:6]2[S:12][CH:11]=[CH:10][C:7]2=[N:8][CH:9]=1, predict the reactants needed to synthesize it. The reactants are: [N+:1]([C:4]1[C:5]([NH:13][C@H:14]2[CH2:19][CH2:18][C@H:17]([CH2:20][NH:21][C:22](=[O:28])[O:23][C:24]([CH3:27])([CH3:26])[CH3:25])[CH2:16][CH2:15]2)=[C:6]2[S:12][CH:11]=[CH:10][C:7]2=[N:8][CH:9]=1)([O-])=O.[H][H]. (2) Given the product [Cl:20][C:6]1[CH:5]=[N:4][CH:3]=[C:2]([Cl:1])[C:7]=1[S:8][C:9]1[S:13][C:12]([C:14]([NH:30][CH2:29][CH2:28][O:21][C:22]2[CH:27]=[CH:26][CH:25]=[CH:24][CH:23]=2)=[O:16])=[CH:11][C:10]=1[N+:17]([O-:19])=[O:18], predict the reactants needed to synthesize it. The reactants are: [Cl:1][C:2]1[CH:3]=[N:4][CH:5]=[C:6]([Cl:20])[C:7]=1[S:8][C:9]1[S:13][C:12]([C:14]([OH:16])=O)=[CH:11][C:10]=1[N+:17]([O-:19])=[O:18].[O:21]([CH2:28][CH2:29][NH2:30])[C:22]1[CH:27]=[CH:26][CH:25]=[CH:24][CH:23]=1. (3) Given the product [CH3:15][N:11]([C:1](=[O:9])[C:2]1[CH:7]=[CH:6][CH:5]=[CH:4][CH:3]=1)[NH2:12], predict the reactants needed to synthesize it. The reactants are: [C:1]([OH:9])(=O)[C:2]1[CH:7]=[CH:6][CH:5]=[CH:4][CH:3]=1.O[N:11]1[C:15]2C=CC=CC=2N=[N:12]1.C(Cl)CCl.CNN.